From a dataset of NCI-60 drug combinations with 297,098 pairs across 59 cell lines. Regression. Given two drug SMILES strings and cell line genomic features, predict the synergy score measuring deviation from expected non-interaction effect. (1) Drug 1: CC1=C(C=C(C=C1)C(=O)NC2=CC(=CC(=C2)C(F)(F)F)N3C=C(N=C3)C)NC4=NC=CC(=N4)C5=CN=CC=C5. Drug 2: C(CCl)NC(=O)N(CCCl)N=O. Cell line: SNB-75. Synergy scores: CSS=2.09, Synergy_ZIP=-0.501, Synergy_Bliss=-1.19, Synergy_Loewe=-0.0818, Synergy_HSA=-1.03. (2) Drug 1: CC1=C(C=C(C=C1)NC2=NC=CC(=N2)N(C)C3=CC4=NN(C(=C4C=C3)C)C)S(=O)(=O)N.Cl. Drug 2: CCC1=C2CN3C(=CC4=C(C3=O)COC(=O)C4(CC)O)C2=NC5=C1C=C(C=C5)O. Cell line: RXF 393. Synergy scores: CSS=26.8, Synergy_ZIP=-0.939, Synergy_Bliss=3.16, Synergy_Loewe=-17.0, Synergy_HSA=6.19.